Predict the product of the given reaction. From a dataset of Forward reaction prediction with 1.9M reactions from USPTO patents (1976-2016). (1) Given the reactants [OH:1][CH2:2][CH2:3][CH2:4][N:5]1[CH2:10][CH2:9][N:8]([C:11]([O:13][C:14]([CH3:17])([CH3:16])[CH3:15])=[O:12])[CH2:7][CH2:6]1.O[C:19]1[CH:26]=[CH:25][C:22]([CH:23]=[O:24])=[CH:21][CH:20]=1.C1(P(C2C=CC=CC=2)C2C=CC=CC=2)C=CC=CC=1, predict the reaction product. The product is: [CH:23]([C:22]1[CH:25]=[CH:26][C:19]([O:1][CH2:2][CH2:3][CH2:4][N:5]2[CH2:10][CH2:9][N:8]([C:11]([O:13][C:14]([CH3:17])([CH3:16])[CH3:15])=[O:12])[CH2:7][CH2:6]2)=[CH:20][CH:21]=1)=[O:24]. (2) Given the reactants [NH2:1][C:2]1[CH:7]=[CH:6][CH:5]=[C:4]([F:8])[C:3]=1[NH:9][C:10](=[O:12])[CH3:11].CCN(C(C)C)C(C)C.[Cl:22][C:23]1[N:28]=[C:27](Cl)[C:26]([Cl:30])=[CH:25][N:24]=1, predict the reaction product. The product is: [Cl:22][C:23]1[N:28]=[C:27]([NH:1][C:2]2[CH:7]=[CH:6][CH:5]=[C:4]([F:8])[C:3]=2[NH:9][C:10](=[O:12])[CH3:11])[C:26]([Cl:30])=[CH:25][N:24]=1. (3) The product is: [NH2:28][C:12]1[N:11]([CH3:24])[C:10](=[O:25])[CH2:9][C:8]([C:4]2[CH:5]=[CH:6][CH:7]=[C:2]([Br:1])[CH:3]=2)([CH3:26])[N:13]=1. Given the reactants [Br:1][C:2]1[CH:3]=[C:4]([C:8]2([CH3:26])[N:13](NCC3C=CC(OC)=CC=3)[CH2:12][N:11]([CH3:24])[C:10](=[O:25])[CH2:9]2)[CH:5]=[CH:6][CH:7]=1.O.[N+:28]([O-])([O-])=O.[Ce].[NH4+].C(=O)(O)[O-].[Na+], predict the reaction product. (4) Given the reactants [CH2:1]([O:3][C:4]1[N:8]=[C:7]([CH:9]2[CH2:14][CH:13]([C:15]3[CH:20]=[CH:19][C:18]([O:21][C:22]([F:25])([F:24])[F:23])=[C:17]([F:26])[CH:16]=3)[CH2:12][N:11](C(OC(C)(C)C)=O)[CH2:10]2)[O:6][N:5]=1)[CH3:2].FC(F)(F)C(O)=O, predict the reaction product. The product is: [CH2:1]([O:3][C:4]1[N:8]=[C:7]([CH:9]2[CH2:14][CH:13]([C:15]3[CH:20]=[CH:19][C:18]([O:21][C:22]([F:25])([F:23])[F:24])=[C:17]([F:26])[CH:16]=3)[CH2:12][NH:11][CH2:10]2)[O:6][N:5]=1)[CH3:2]. (5) Given the reactants C(OP([CH2:9][C:10]([O:12][CH3:13])=[O:11])(OCC)=O)C.[H-].[Na+].[Cl:16][C:17]1[CH:18]=[C:19]([NH:24][C:25]2[N:30]=[C:29]([N:31]3[CH:35]=[CH:34][C:33]([C:36]([F:39])([F:38])[F:37])=[N:32]3)[C:28]([C:40]3[CH:41]=[N:42][CH:43]=[C:44]([CH:47]=3)[CH:45]=O)=[CH:27][N:26]=2)[CH:20]=[CH:21][C:22]=1[F:23].O, predict the reaction product. The product is: [Cl:16][C:17]1[CH:18]=[C:19]([NH:24][C:25]2[N:30]=[C:29]([N:31]3[CH:35]=[CH:34][C:33]([C:36]([F:39])([F:38])[F:37])=[N:32]3)[C:28]([C:40]3[CH:47]=[C:44](/[CH:45]=[CH:9]/[C:10]([O:12][CH3:13])=[O:11])[CH:43]=[N:42][CH:41]=3)=[CH:27][N:26]=2)[CH:20]=[CH:21][C:22]=1[F:23]. (6) Given the reactants [OH:1][CH2:2][C:3]([C:6]1[N:10]([CH3:11])[N:9]=[C:8]([N:12]2[C:20](=[O:21])[C:19]3[C:14](=[CH:15][CH:16]=[CH:17][CH:18]=3)[C:13]2=[O:22])[CH:7]=1)([CH3:5])[CH3:4].[B-](F)(F)(F)[F:24].[B-](F)(F)(F)F.C1[N+]2(CCl)CC[N+](F)(CC2)C1.O, predict the reaction product. The product is: [F:24][C:7]1[C:8]([N:12]2[C:13](=[O:22])[C:14]3[C:19](=[CH:18][CH:17]=[CH:16][CH:15]=3)[C:20]2=[O:21])=[N:9][N:10]([CH3:11])[C:6]=1[C:3]([CH3:5])([CH3:4])[CH2:2][OH:1]. (7) The product is: [Cl:23][C:18]1[CH:17]=[C:12]([CH2:13][OH:14])[C:11]([CH2:10][CH2:8][OH:7])=[CH:20][C:19]=1[C:21]#[N:22]. Given the reactants [Cl-].[Ca+2].[Cl-].[BH4-].[Na+].C[O:7][C:8]([CH2:10][C:11]1[CH:20]=[C:19]([C:21]#[N:22])[C:18]([Cl:23])=[CH:17][C:12]=1[C:13](OC)=[O:14])=O.COC(CC1C(Cl)=C(C#N)C=CC=1C(OC)=O)=O, predict the reaction product. (8) Given the reactants [Br:1][C:2]1[CH:7]=[CH:6][C:5]([C:8]2[CH:16]=[CH:15][CH:14]=[C:13]3[C:9]=2[CH:10]=[CH:11][NH:12]3)=[CH:4][CH:3]=1.[Br-].[Br-].[Br-].[NH+]1C=CC=CC=1.[NH+]1C=CC=CC=1.[NH+]1C=CC=CC=1.C(O)(=[O:40])C, predict the reaction product. The product is: [Br:1][C:2]1[CH:3]=[CH:4][C:5]([C:8]2[CH:16]=[CH:15][CH:14]=[C:13]3[C:9]=2[CH2:10][C:11](=[O:40])[NH:12]3)=[CH:6][CH:7]=1.